This data is from Forward reaction prediction with 1.9M reactions from USPTO patents (1976-2016). The task is: Predict the product of the given reaction. (1) Given the reactants [F:1][C:2]([F:12])([F:11])[C:3]1[CH:10]=[CH:9][C:6]([CH:7]=[O:8])=[CH:5][N:4]=1.C(N(CC)CC)C.[N+:20]([CH3:23])([O-:22])=[O:21], predict the reaction product. The product is: [N+:20]([CH2:23][CH:7]([C:6]1[CH:5]=[N:4][C:3]([C:2]([F:1])([F:11])[F:12])=[CH:10][CH:9]=1)[OH:8])([O-:22])=[O:21]. (2) Given the reactants C1(P(C2C=CC=CC=2)C2C=CC=CC=2)C=CC=CC=1.N(C(OC)=O)=NC(OC)=O.[CH3:30][O:31][C:32](=[O:57])[C@H:33]([NH:37][S:38]([C:41]1[CH:46]=[CH:45][C:44]([O:47][CH2:48][C:49]2[CH:54]=[C:53]([F:55])[CH:52]=[C:51]([F:56])[CH:50]=2)=[CH:43][CH:42]=1)(=[O:40])=[O:39])[C@@H:34](O)[CH3:35], predict the reaction product. The product is: [CH3:30][O:31][C:32]([C@H:33]1[C@@H:34]([CH3:35])[N:37]1[S:38]([C:41]1[CH:46]=[CH:45][C:44]([O:47][CH2:48][C:49]2[CH:50]=[C:51]([F:56])[CH:52]=[C:53]([F:55])[CH:54]=2)=[CH:43][CH:42]=1)(=[O:39])=[O:40])=[O:57]. (3) The product is: [Br:1][C:2]1[CH:3]=[CH:4][C:5]([CH:8]=[CH:9][CH:10]([OH:12])[CH3:11])=[N:6][CH:7]=1. Given the reactants [Br:1][C:2]1[CH:3]=[CH:4][C:5]([C:8]#[C:9][CH:10]([OH:12])[CH3:11])=[N:6][CH:7]=1.[H][H], predict the reaction product.